Dataset: Catalyst prediction with 721,799 reactions and 888 catalyst types from USPTO. Task: Predict which catalyst facilitates the given reaction. Reactant: [N:1]12[CH2:8][CH2:7][C:4]([CH2:9][NH:10][CH2:11][CH2:12][N:13]3[C:21]4[C:16](=[CH:17][CH:18]=[CH:19][C:20]=4[C:22]([O:24]C)=[O:23])[CH:15]=[N:14]3)([CH2:5][CH2:6]1)[CH2:3][CH2:2]2.O.[OH-].[Li+:28]. Product: [N:1]12[CH2:8][CH2:7][C:4]([CH2:9][NH:10][CH2:11][CH2:12][N:13]3[C:21]4[C:16](=[CH:17][CH:18]=[CH:19][C:20]=4[C:22]([O-:24])=[O:23])[CH:15]=[N:14]3)([CH2:5][CH2:6]1)[CH2:3][CH2:2]2.[Li+:28]. The catalyst class is: 30.